From a dataset of Full USPTO retrosynthesis dataset with 1.9M reactions from patents (1976-2016). Predict the reactants needed to synthesize the given product. (1) The reactants are: [C:12]([O:11][C:9](O[C:9]([O:11][C:12]([CH3:15])([CH3:14])[CH3:13])=[O:10])=[O:10])([CH3:15])([CH3:14])[CH3:13].[NH2:16][C:17]1[C:18]([C:27]([OH:29])=[O:28])=[CH:19][C:20]2[C:25]([CH:26]=1)=[CH:24][CH:23]=[CH:22][CH:21]=2. Given the product [C:12]([O:11][C:9]([NH:16][C:17]1[C:18]([C:27]([OH:29])=[O:28])=[CH:19][C:20]2[C:25]([CH:26]=1)=[CH:24][CH:23]=[CH:22][CH:21]=2)=[O:10])([CH3:13])([CH3:14])[CH3:15], predict the reactants needed to synthesize it. (2) Given the product [Cl:1][C:2]1[C:3]([C:17]#[N:18])=[N:4][CH:5]=[CH:6][C:7]=1[C:8]([F:11])([F:10])[F:9], predict the reactants needed to synthesize it. The reactants are: [Cl:1][C:2]1[CH:3]=[N+:4]([O-])[CH:5]=[CH:6][C:7]=1[C:8]([F:11])([F:10])[F:9].C[Si]([C:17]#[N:18])(C)C. (3) The reactants are: C([O:8][C:9]1[CH:18]=[C:17]2[C:12]([C:13]([Cl:19])=[CH:14][CH:15]=[N:16]2)=[CH:11][C:10]=1[O:20][CH3:21])C1C=CC=CC=1.CS(O)(=O)=O. Given the product [Cl:19][C:13]1[C:12]2[C:17](=[CH:18][C:9]([OH:8])=[C:10]([O:20][CH3:21])[CH:11]=2)[N:16]=[CH:15][CH:14]=1, predict the reactants needed to synthesize it. (4) The reactants are: [CH3:1][NH:2][CH2:3][CH2:4]/[CH:5]=[C:6]1\[C:7]2[C:12]([CH2:13][O:14][C:15]3[C:20]\1=[CH:19][CH:18]=[CH:17][CH:16]=3)=[CH:11][CH:10]=[CH:9][CH:8]=2.P([O-])([O-])([O-])=[O:22].[Na+].[Na+].[Na+]. Given the product [CH2:20]1[CH2:15][O:14][CH2:18][CH2:19]1.[CH3:13][OH:14].[NH4+:2].[OH-:22].[CH3:1][NH:2][CH2:3][CH2:4]/[CH:5]=[C:6]1\[C:7]2[C:12]([CH2:13][O:14][C:15]3[C:20]\1=[CH:19][CH:18]=[CH:17][CH:16]=3)=[CH:11][CH:10]=[CH:9][CH:8]=2, predict the reactants needed to synthesize it.